Task: Predict the product of the given reaction.. Dataset: Forward reaction prediction with 1.9M reactions from USPTO patents (1976-2016) (1) Given the reactants [OH-].[Na+].[C:3]([C:5]1[CH:10]=[CH:9][C:8]([N:11]2[C@@H:16]([CH3:17])[CH2:15][N:14]([C:18]([NH:20][C:21]3[CH:26]=[CH:25][N:24]=[C:23]([C:27]([O:29]CC)=[O:28])[CH:22]=3)=[O:19])[C@H:13]([CH3:32])[CH2:12]2)=[CH:7][C:6]=1[C:33]([F:36])([F:35])[F:34])#[N:4].Cl, predict the reaction product. The product is: [C:3]([C:5]1[CH:10]=[CH:9][C:8]([N:11]2[C@@H:16]([CH3:17])[CH2:15][N:14]([C:18]([NH:20][C:21]3[CH:26]=[CH:25][N:24]=[C:23]([C:27]([OH:29])=[O:28])[CH:22]=3)=[O:19])[C@H:13]([CH3:32])[CH2:12]2)=[CH:7][C:6]=1[C:33]([F:35])([F:36])[F:34])#[N:4]. (2) Given the reactants [CH3:1][CH:2]([CH3:5])[CH2:3][SH:4].F[C:7]1[CH:8]=[C:9]([CH3:16])[CH:10]=[CH:11][C:12]=1[N+:13]([O-:15])=[O:14].[CH2:17]([S:21][C:22]1[CH:28]=[C:27]([CH3:29])[CH:26]=[CH:25][C:23]=1[NH2:24])[CH:18]([CH3:20])[CH3:19].[NH2:30][C:31]1SC=[CH:34][N:35]=1, predict the reaction product. The product is: [CH2:3]([S:4][C:7]1[CH:8]=[C:9]([CH3:16])[CH:10]=[CH:11][C:12]=1[N+:13]([O-:15])=[O:14])[CH:2]([CH3:5])[CH3:1].[CH2:17]([S:21][C:22]1[CH:28]=[C:27]([CH3:29])[CH:26]=[CH:25][C:23]=1[NH:24][C:34]([NH:35][C:31]1[S:4][CH:3]=[CH:2][N:30]=1)=[O:14])[CH:18]([CH3:20])[CH3:19]. (3) Given the reactants [NH2:1][C:2]1[CH:3]=[CH:4][C:5]([F:18])=[C:6]([C@:8]2([CH3:17])[C@:13]([F:15])([CH3:14])[CH2:12][O:11][C:10]([NH2:16])=[N:9]2)[CH:7]=1.[C:19]([C:21]1[CH:22]=[CH:23][C:24]([C:27](O)=[O:28])=[N:25][CH:26]=1)#[N:20], predict the reaction product. The product is: [NH2:16][C:10]1[O:11][CH2:12][C@@:13]([F:15])([CH3:14])[C@:8]([C:6]2[CH:7]=[C:2]([NH:1][C:27]([C:24]3[CH:23]=[CH:22][C:21]([C:19]#[N:20])=[CH:26][N:25]=3)=[O:28])[CH:3]=[CH:4][C:5]=2[F:18])([CH3:17])[N:9]=1.